From a dataset of Forward reaction prediction with 1.9M reactions from USPTO patents (1976-2016). Predict the product of the given reaction. Given the reactants Br[C:2]1[CH:3]=[C:4]([C:15]#[N:16])[CH:5]=[C:6]2[C:10]=1[NH:9][C:8]([C:11]([NH2:13])=[O:12])=[C:7]2[CH3:14].[C:17]([C:19]1[CH:24]=[CH:23][C:22](B(O)O)=[CH:21][CH:20]=1)#[N:18], predict the reaction product. The product is: [C:15]([C:4]1[CH:5]=[C:6]2[C:10](=[C:2]([C:22]3[CH:23]=[CH:24][C:19]([C:17]#[N:18])=[CH:20][CH:21]=3)[CH:3]=1)[NH:9][C:8]([C:11]([NH2:13])=[O:12])=[C:7]2[CH3:14])#[N:16].